Predict the product of the given reaction. From a dataset of Forward reaction prediction with 1.9M reactions from USPTO patents (1976-2016). (1) Given the reactants Br[C:2]1[C:3]([CH3:22])=[C:4]([N:8]2[C:17](=[O:18])[C:16]3[C:11](=[C:12]([F:20])[CH:13]=[C:14]([F:19])[CH:15]=3)[NH:10][C:9]2=[O:21])[CH:5]=[CH:6][CH:7]=1.[CH3:23][C:24]1([CH3:40])[C:28]([CH3:30])([CH3:29])[O:27][B:26]([B:26]2[O:27][C:28]([CH3:30])([CH3:29])[C:24]([CH3:40])([CH3:23])[O:25]2)[O:25]1.C([O-])(=O)C.[K+], predict the reaction product. The product is: [F:19][C:14]1[CH:15]=[C:16]2[C:11](=[C:12]([F:20])[CH:13]=1)[NH:10][C:9](=[O:21])[N:8]([C:4]1[CH:5]=[CH:6][CH:7]=[C:2]([B:26]3[O:27][C:28]([CH3:30])([CH3:29])[C:24]([CH3:40])([CH3:23])[O:25]3)[C:3]=1[CH3:22])[C:17]2=[O:18]. (2) Given the reactants O.[OH-].[Li+].[CH:4]([C:7]1[S:8][C:9]([CH3:16])=[C:10]([C:12]([O:14]C)=[O:13])[N:11]=1)([CH3:6])[CH3:5], predict the reaction product. The product is: [CH:4]([C:7]1[S:8][C:9]([CH3:16])=[C:10]([C:12]([OH:14])=[O:13])[N:11]=1)([CH3:6])[CH3:5]. (3) Given the reactants [C:1]([C:5]1[CH:10]=[C:9]([Br:11])[C:8]([N+:12]([O-:14])=[O:13])=[CH:7][C:6]=1[OH:15])([CH3:4])([CH3:3])[CH3:2].C([O-])([O-])=O.[Cs+].[Cs+].[CH2:22](Br)[C:23]1[CH:28]=[CH:27][CH:26]=[CH:25][CH:24]=1, predict the reaction product. The product is: [C:1]([C:5]1[CH:10]=[C:9]([Br:11])[C:8]([N+:12]([O-:14])=[O:13])=[CH:7][C:6]=1[O:15][CH2:22][C:23]1[CH:28]=[CH:27][CH:26]=[CH:25][CH:24]=1)([CH3:4])([CH3:2])[CH3:3]. (4) Given the reactants [CH2:1]([CH2:3][NH2:4])[OH:2].C(N(CC)CC)C.[CH3:12][C:13]([O:16][C:17](O[C:17]([O:16][C:13]([CH3:15])([CH3:14])[CH3:12])=[O:18])=[O:18])([CH3:15])[CH3:14], predict the reaction product. The product is: [C:17]([NH:4][CH2:3][CH2:1][OH:2])([O:16][C:13]([CH3:15])([CH3:14])[CH3:12])=[O:18]. (5) Given the reactants I[C:2]1[N:6]2[CH:7]=[CH:8][C:9]([C:11]3[N:12]=[N:13][CH:14]=[C:15]([CH3:17])[N:16]=3)=[CH:10][C:5]2=[N:4][CH:3]=1.CC1(C)C(C)(C)OB([C:26]2[CH:27]=[C:28]([NH:32][C:33]([NH:35][CH2:36][C:37]([F:40])([F:39])[F:38])=[O:34])[CH:29]=[CH:30][CH:31]=2)O1, predict the reaction product. The product is: [CH3:17][C:15]1[N:16]=[C:11]([C:9]2[CH:8]=[CH:7][N:6]3[C:2]([C:30]4[CH:29]=[C:28]([NH:32][C:33]([NH:35][CH2:36][C:37]([F:38])([F:39])[F:40])=[O:34])[CH:27]=[CH:26][CH:31]=4)=[CH:3][N:4]=[C:5]3[CH:10]=2)[N:12]=[N:13][CH:14]=1. (6) Given the reactants [C:1]1([C:7]2[NH:11][C:10]([C:12]3[CH:13]=[CH:14][C:15]([N:18]4[CH2:23][CH2:22][NH:21][CH2:20][CH2:19]4)=[N:16][CH:17]=3)=[N:9][CH:8]=2)[CH:6]=[CH:5][CH:4]=[CH:3][CH:2]=1.C(N(CC)CC)C.Cl[C:32]1[N:37]=[CH:36][CH:35]=[CH:34][N:33]=1.[OH-].[NH4+], predict the reaction product. The product is: [C:1]1([C:7]2[N:11]=[C:10]([C:12]3[CH:13]=[CH:14][C:15]([N:18]4[CH2:23][CH2:22][N:21]([C:32]5[N:37]=[CH:36][CH:35]=[CH:34][N:33]=5)[CH2:20][CH2:19]4)=[N:16][CH:17]=3)[NH:9][CH:8]=2)[CH:2]=[CH:3][CH:4]=[CH:5][CH:6]=1.